From a dataset of Forward reaction prediction with 1.9M reactions from USPTO patents (1976-2016). Predict the product of the given reaction. (1) Given the reactants [H-].[Na+].[C:3]([O:7][C:8]([NH:10][C@H:11]1[CH2:15][CH2:14][N:13]([S:16]([C:19]2[CH:20]=[C:21]3[C:26](=[CH:27][CH:28]=2)[CH:25]=[N:24][CH:23]=[CH:22]3)(=[O:18])=[O:17])[CH2:12]1)=[O:9])([CH3:6])([CH3:5])[CH3:4].[CH3:29]I, predict the reaction product. The product is: [C:3]([O:7][C:8]([N:10]([C@H:11]1[CH2:15][CH2:14][N:13]([S:16]([C:19]2[CH:20]=[C:21]3[C:26](=[CH:27][CH:28]=2)[CH:25]=[N:24][CH:23]=[CH:22]3)(=[O:18])=[O:17])[CH2:12]1)[CH3:29])=[O:9])([CH3:6])([CH3:4])[CH3:5]. (2) The product is: [CH3:38][O:37][C:29]1[CH:28]=[C:27]([C:25]2[CH:24]=[C:23]([CH3:39])[N:22]=[C:21]([C:19]3[CH:18]=[CH:17][N:16]=[C:15]([C:11]4[CH:10]=[C:9]([S:6]([NH2:5])(=[O:7])=[O:8])[CH:14]=[CH:13][CH:12]=4)[CH:20]=3)[CH:26]=2)[CH:32]=[CH:31][C:30]=1[C:33]([F:36])([F:34])[F:35]. Given the reactants C([NH:5][S:6]([C:9]1[CH:14]=[CH:13][CH:12]=[C:11]([C:15]2[CH:20]=[C:19]([C:21]3[CH:26]=[C:25]([C:27]4[CH:32]=[CH:31][C:30]([C:33]([F:36])([F:35])[F:34])=[C:29]([O:37][CH3:38])[CH:28]=4)[CH:24]=[C:23]([CH3:39])[N:22]=3)[CH:18]=[CH:17][N:16]=2)[CH:10]=1)(=[O:8])=[O:7])(C)(C)C.C(O)(C(F)(F)F)=O, predict the reaction product. (3) Given the reactants [CH3:1][O:2][CH:3]1[O:8][CH2:7][CH:6]([CH2:9][OH:10])[CH2:5][O:4]1.[H-].[Na+].Cl[C:14]1[CH:19]=[CH:18][N+:17]([O-:20])=[C:16]([CH3:21])[C:15]=1[CH3:22], predict the reaction product. The product is: [CH3:1][O:2][CH:3]1[O:8][CH2:7][CH:6]([CH2:9][O:10][C:14]2[CH:19]=[CH:18][N+:17]([O-:20])=[C:16]([CH3:21])[C:15]=2[CH3:22])[CH2:5][O:4]1.